From a dataset of Reaction yield outcomes from USPTO patents with 853,638 reactions. Predict the reaction yield, written as a fraction of the theoretical maximum amount of product (1.0 means a 100% yield; for example, 0.34 means a 34% yield). (1) The reactants are N1([C:6](N2C=CN=C2)=[O:7])C=CN=C1.[CH:13]1([CH2:16][OH:17])[CH2:15][CH2:14]1.Cl.[F:19][C:20]1[CH:25]=[C:24]([S:26]([CH3:29])(=[O:28])=[O:27])[CH:23]=[CH:22][C:21]=1[N:30]1[C:34]2=[N:35][CH:36]=[N:37][C:38]([S:39][CH:40]3[CH2:45][CH2:44][NH:43][CH2:42][CH2:41]3)=[C:33]2[CH:32]=[N:31]1.C(N(CC)CC)C. The catalyst is CS(C)=O. The product is [CH:13]1([CH2:16][O:17][C:6]([N:43]2[CH2:42][CH2:41][CH:40]([S:39][C:38]3[N:37]=[CH:36][N:35]=[C:34]4[N:30]([C:21]5[CH:22]=[CH:23][C:24]([S:26]([CH3:29])(=[O:28])=[O:27])=[CH:25][C:20]=5[F:19])[N:31]=[CH:32][C:33]=34)[CH2:45][CH2:44]2)=[O:7])[CH2:15][CH2:14]1. The yield is 0.290. (2) The reactants are [Br:1][C:2]1[CH:21]=[CH:20][C:5]2[O:6][CH2:7][CH:8]([OH:19])[CH2:9][N:10]3[C:18]4[CH:17]=[CH:16][CH:15]=[CH:14][C:13]=4[CH:12]=[C:11]3[C:4]=2[CH:3]=1. The catalyst is C(Cl)Cl.[O-]S([O-])(=S)=O.[Na+].[Na+].C([O-])(O)=O.[Na+]. The product is [Br:1][C:2]1[CH:21]=[CH:20][C:5]2[O:6][CH2:7][C:8](=[O:19])[CH2:9][N:10]3[C:18]4[CH:17]=[CH:16][CH:15]=[CH:14][C:13]=4[CH:12]=[C:11]3[C:4]=2[CH:3]=1. The yield is 0.704. (3) The reactants are [CH:1]1([S:4]([C:6]2[CH:11]=[CH:10][C:9]([N+:12]([O-:14])=[O:13])=[CH:8][CH:7]=2)=[O:5])[CH2:3][CH2:2]1.[F:15][C:16]([F:21])([F:20])[C:17]([NH2:19])=[O:18].C(O)(=O)C.C(O)(=O)C.IC1C=CC=CC=1.[O-2].[Mg+2]. The catalyst is C(Cl)Cl.CC([O-])=O.CC([O-])=O.CC([O-])=O.CC([O-])=O.[Rh+2].[Rh+2]. The product is [CH:1]1([S:4]([C:6]2[CH:11]=[CH:10][C:9]([N+:12]([O-:14])=[O:13])=[CH:8][CH:7]=2)(=[N:19][C:17](=[O:18])[C:16]([F:21])([F:20])[F:15])=[O:5])[CH2:3][CH2:2]1. The yield is 0.780. (4) The catalyst is C(#N)C. The reactants are [C:1]([C:5]1[CH:12]=[C:11]([CH2:13][Cl:14])[CH:10]=[C:7]([CH:8]=[O:9])[C:6]=1[OH:15])([CH3:4])([CH3:3])[CH3:2].[CH2:16]([NH:18][CH2:19][CH3:20])[CH3:17]. The product is [ClH:14].[C:1]([C:5]1[CH:12]=[C:11]([CH2:13][N:18]([CH2:19][CH3:20])[CH2:16][CH3:17])[CH:10]=[C:7]([CH:8]=[O:9])[C:6]=1[OH:15])([CH3:4])([CH3:3])[CH3:2]. The yield is 0.770. (5) The reactants are [CH3:1][C:2]1[N:7]=[C:6]([C:8]2[C:12]([C:13]3[CH:18]=[CH:17][N:16]=[C:15]([C:19]4[CH:24]=[CH:23][C:22]([NH2:25])=[CH:21][CH:20]=4)[CH:14]=3)=[CH:11][N:10](C(C3C=CC=CC=3)(C3C=CC=CC=3)C3C=CC=CC=3)[N:9]=2)[CH:5]=[CH:4][CH:3]=1.Cl.[N:46]1([CH2:52][C:53](O)=[O:54])[CH2:51][CH2:50][O:49][CH2:48][CH2:47]1. No catalyst specified. The product is [CH3:1][C:2]1[N:7]=[C:6]([C:8]2[C:12]([C:13]3[CH:18]=[CH:17][N:16]=[C:15]([C:19]4[CH:20]=[CH:21][C:22]([NH:25][C:53](=[O:54])[CH2:52][N:46]5[CH2:51][CH2:50][O:49][CH2:48][CH2:47]5)=[CH:23][CH:24]=4)[CH:14]=3)=[CH:11][NH:10][N:9]=2)[CH:5]=[CH:4][CH:3]=1. The yield is 0.380.